From a dataset of Catalyst prediction with 721,799 reactions and 888 catalyst types from USPTO. Predict which catalyst facilitates the given reaction. (1) Reactant: [Br:1][C:2]1[CH:14]=[CH:13][C:12]2[C:11]3[C:6](=[CH:7][C:8]([Br:15])=[CH:9][CH:10]=3)[C:5]([C:17]3[CH:22]=[CH:21][CH:20]=[CH:19][CH:18]=3)(O)[C:4]=2[CH:3]=1.C(=O)([O-])[O-].[Na+].[Na+]. Product: [Br:1][C:2]1[CH:14]=[CH:13][C:12]2[C:11]3[C:6](=[CH:7][C:8]([Br:15])=[CH:9][CH:10]=3)[C:5]([C:2]3[CH:14]=[CH:13][CH:12]=[CH:4][CH:3]=3)([C:17]3[CH:22]=[CH:21][CH:20]=[CH:19][CH:18]=3)[C:4]=2[CH:3]=1. The catalyst class is: 48. (2) Reactant: [Cl:1][C:2]1[C:7]([C:8]2[CH:13]=[CH:12][CH:11]=[C:10]([CH:14]=O)[CH:9]=2)=[CH:6][C:5]([CH2:16][NH:17][C:18](=[O:45])[CH2:19][CH2:20][C:21]([NH:23][CH2:24][C:25]2[C:26]([NH:38][CH:39]3[CH2:44][CH2:43][O:42][CH2:41][CH2:40]3)=[C:27]3[CH:35]=[N:34][N:33]([CH2:36][CH3:37])[C:28]3=[N:29][C:30]=2[CH2:31][CH3:32])=[O:22])=[CH:4][CH:3]=1.C[C@H:47]1[CH2:52][NH:51][CH2:50][CH2:49][N:48]1C(OC(C)(C)C)=O.C(O)(=O)C. Product: [Cl:1][C:2]1[C:7]([C:8]2[CH:13]=[CH:12][CH:11]=[C:10]([CH2:14][N:48]3[CH2:49][CH2:50][NH:51][CH2:52][CH2:47]3)[CH:9]=2)=[CH:6][C:5]([CH2:16][NH:17][C:18](=[O:45])[CH2:19][CH2:20][C:21]([NH:23][CH2:24][C:25]2[C:26]([NH:38][CH:39]3[CH2:44][CH2:43][O:42][CH2:41][CH2:40]3)=[C:27]3[CH:35]=[N:34][N:33]([CH2:36][CH3:37])[C:28]3=[N:29][C:30]=2[CH2:31][CH3:32])=[O:22])=[CH:4][CH:3]=1. The catalyst class is: 16. (3) Reactant: [N+:1]([C:4]1[CH:5]=[C:6]([C@@H:10]([NH2:12])[CH3:11])[CH:7]=[CH:8][CH:9]=1)([O-])=O. Product: [NH2:12][C@H:10]([C:6]1[CH:5]=[C:4]([CH:9]=[CH:8][CH:7]=1)[NH2:1])[CH3:11]. The catalyst class is: 43. (4) Reactant: [CH:1]1([C:4]2[O:8][N:7]=[C:6]([C:9]3[CH:14]=[CH:13][CH:12]=[CH:11][CH:10]=3)[C:5]=2[C:15]([OH:17])=O)[CH2:3][CH2:2]1.[CH3:18][O:19][C:20]1[CH:29]=[CH:28][CH:27]=[CH:26][C:21]=1[C:22]([NH:24][NH2:25])=O.[Cl-].ClC1N(C)C=C[N+]=1C.C(N(CC)CC)C. Product: [CH:1]1([C:4]2[O:8][N:7]=[C:6]([C:9]3[CH:10]=[CH:11][CH:12]=[CH:13][CH:14]=3)[C:5]=2[C:15]2[O:17][C:22]([C:21]3[CH:26]=[CH:27][CH:28]=[CH:29][C:20]=3[O:19][CH3:18])=[N:24][N:25]=2)[CH2:2][CH2:3]1. The catalyst class is: 4. (5) Reactant: Cl[C:2]1[C:3](=[O:12])[N:4]([CH3:11])[N:5]=[CH:6][C:7]=1[N:8]([CH3:10])[CH3:9].[CH:13]([C:15]1[CH:20]=[CH:19][CH:18]=[CH:17][C:16]=1B(O)O)=[O:14].C([O-])([O-])=O.[Na+].[Na+].C(Cl)(Cl)Cl.CC(C)=O. Product: [CH3:9][N:8]([CH3:10])[C:7]1[CH:6]=[N:5][N:4]([CH3:11])[C:3](=[O:12])[C:2]=1[C:16]1[CH:17]=[CH:18][CH:19]=[CH:20][C:15]=1[CH:13]=[O:14]. The catalyst class is: 564. (6) Reactant: [F:1][C:2]1[C:7](F)=[C:6]([F:9])[CH:5]=[CH:4][C:3]=1[N+:10]([O-:12])=[O:11].[Na].CC[O:16]CC. Product: [F:9][C:6]1[CH:5]=[C:4]([OH:16])[C:3]([N+:10]([O-:12])=[O:11])=[C:2]([F:1])[CH:7]=1. The catalyst class is: 5. (7) Reactant: [Br:1][C:2]1[CH:7]=[CH:6][C:5]([C@@H:8]2[CH2:10][O:9]2)=[CH:4][CH:3]=1.[NH:11]1[CH2:15][CH2:14][CH2:13][CH2:12]1.O.[O-2].[O-2].[O-2].O=[Si]=O.O=[Si]=O.O=[Si]=O.O=[Si]=O.[Al+3].[Al+3]. Product: [Br:1][C:2]1[CH:7]=[CH:6][C:5]([C@@H:8]([OH:9])[CH2:10][N:11]2[CH2:15][CH2:14][CH2:13][CH2:12]2)=[CH:4][CH:3]=1. The catalyst class is: 2.